From a dataset of Full USPTO retrosynthesis dataset with 1.9M reactions from patents (1976-2016). Predict the reactants needed to synthesize the given product. (1) The reactants are: Cl.[N:2]1[C:7]2[CH:8]=[CH:9][S:10][C:6]=2[C:5]([N:11]2[CH2:15][CH2:14][CH:13]([NH2:16])[CH2:12]2)=[N:4][CH:3]=1.C(N(C(C)C)CC)(C)C.[O:26]([C:33]1[CH:38]=[CH:37][C:36]([N:39]=[C:40]=[O:41])=[CH:35][CH:34]=1)[C:27]1[CH:32]=[CH:31][CH:30]=[CH:29][CH:28]=1.Cl. Given the product [O:26]([C:33]1[CH:34]=[CH:35][C:36]([NH:39][C:40]([NH:16][CH:13]2[CH2:14][CH2:15][N:11]([C:5]3[C:6]4[S:10][CH:9]=[CH:8][C:7]=4[N:2]=[CH:3][N:4]=3)[CH2:12]2)=[O:41])=[CH:37][CH:38]=1)[C:27]1[CH:28]=[CH:29][CH:30]=[CH:31][CH:32]=1, predict the reactants needed to synthesize it. (2) Given the product [Br:1][C:2]1[CH:3]=[CH:4][C:5]2[O:14][CH2:13][CH2:12][N:11]3[C:7](=[N:8][C:9]([C:25]4[C:26]([C:30]([F:33])([F:32])[F:31])=[N:27][NH:28][CH:29]=4)=[CH:10]3)[C:6]=2[CH:16]=1, predict the reactants needed to synthesize it. The reactants are: [Br:1][C:2]1[CH:3]=[CH:4][C:5]2[O:14][CH2:13][CH2:12][N:11]3[C:7](=[N:8][C:9](I)=[CH:10]3)[C:6]=2[CH:16]=1.CC1(C)C(C)(C)OB([C:25]2[C:26]([C:30]([F:33])([F:32])[F:31])=[N:27][NH:28][CH:29]=2)O1.C(Cl)Cl.C([O-])([O-])=O.[Cs+].[Cs+]. (3) Given the product [CH:25]1([CH2:24][N:4]2[C:3](=[O:16])[C:2]([CH3:1])=[CH:7][N:6]([C:8]([O:10][C:11]([CH3:12])([CH3:14])[CH3:13])=[O:9])[C:5]2=[O:15])[CH2:27][CH2:26]1, predict the reactants needed to synthesize it. The reactants are: [CH3:1][C:2]1[C:3](=[O:16])[NH:4][C:5](=[O:15])[N:6]([C:8]([O:10][C:11]([CH3:14])([CH3:13])[CH3:12])=[O:9])[CH:7]=1.C(=O)([O-])[O-].[Cs+].[Cs+].Br[CH2:24][CH:25]1[CH2:27][CH2:26]1. (4) Given the product [Cl:22][C:15]1[C:16]([F:21])=[CH:17][CH:18]=[C:19]([Cl:20])[C:14]=1[CH:12]([O:11][N:10]1[C:4]2[C:5](=[N:6][CH:7]=[C:2]([C:28]3[CH:29]=[C:24]([CH:25]=[CH:26][CH:27]=3)[NH2:23])[CH:3]=2)[CH:8]=[CH:9]1)[CH3:13], predict the reactants needed to synthesize it. The reactants are: Br[C:2]1[CH:3]=[C:4]2[N:10]([O:11][CH:12]([C:14]3[C:19]([Cl:20])=[CH:18][CH:17]=[C:16]([F:21])[C:15]=3[Cl:22])[CH3:13])[CH:9]=[CH:8][C:5]2=[N:6][CH:7]=1.[NH2:23][C:24]1[CH:25]=[C:26](B(O)O)[CH:27]=[CH:28][CH:29]=1. (5) Given the product [Cl:3][C:4]1[CH:34]=[CH:33][CH:32]=[C:31]([Cl:35])[C:5]=1[C:6]([NH:8][C@H:9]([C:27]([OH:29])=[O:28])[CH2:10][C:11]1[CH:16]=[CH:15][C:14]([C:17]#[C:18][CH2:19][NH:20][C:21]2[CH:26]=[CH:25][CH:24]=[CH:23][N:22]=2)=[CH:13][CH:12]=1)=[O:7], predict the reactants needed to synthesize it. The reactants are: [Li+].[OH-].[Cl:3][C:4]1[CH:34]=[CH:33][CH:32]=[C:31]([Cl:35])[C:5]=1[C:6]([NH:8][C@H:9]([C:27]([O:29]C)=[O:28])[CH2:10][C:11]1[CH:16]=[CH:15][C:14]([C:17]#[C:18][CH2:19][NH:20][C:21]2[CH:26]=[CH:25][CH:24]=[CH:23][N:22]=2)=[CH:13][CH:12]=1)=[O:7]. (6) Given the product [F:1][C:2]1[CH:7]=[CH:6][C:5]([NH:8][C:9](=[S:45])[C@@H:10]([NH:12][C:13]2[N:21]=[CH:20][N:19]=[C:18]3[C:14]=2[N:15]=[CH:16][NH:17]3)[CH3:11])=[C:4]([NH:29][C:30]2[CH:35]=[CH:34][N:33]=[CH:32][N:31]=2)[CH:3]=1, predict the reactants needed to synthesize it. The reactants are: [F:1][C:2]1[CH:7]=[CH:6][C:5]([NH:8][C:9](=O)[C@@H:10]([NH:12][C:13]2[N:21]=[CH:20][N:19]=[C:18]3[C:14]=2[N:15]=[CH:16][N:17]3C2CCCCO2)[CH3:11])=[C:4]([NH:29][C:30]2[CH:35]=[CH:34][N:33]=[CH:32][N:31]=2)[CH:3]=1.COC1C=CC(P2(SP(C3C=CC(OC)=CC=3)(=S)S2)=[S:45])=CC=1. (7) Given the product [NH2:33][CH2:32][CH2:31][CH2:30][NH:29][C:27]([C:25]1[S:26][C:19]2[C:20](=[N:21][CH:22]=[CH:23][C:18]=2[O:17][C:16]2[CH:15]=[CH:14][C:13]([NH:12][C:10]([NH:9][C:3]3[CH:4]=[C:5]([CH3:8])[CH:6]=[CH:7][C:2]=3[F:1])=[O:11])=[CH:42][CH:41]=2)[CH:24]=1)=[O:28], predict the reactants needed to synthesize it. The reactants are: [F:1][C:2]1[CH:7]=[CH:6][C:5]([CH3:8])=[CH:4][C:3]=1[NH:9][C:10]([NH:12][C:13]1[CH:42]=[CH:41][C:16]([O:17][C:18]2[CH:23]=[CH:22][N:21]=[C:20]3[CH:24]=[C:25]([C:27]([NH:29][CH2:30][CH2:31][CH2:32][NH:33]C(=O)OC(C)(C)C)=[O:28])[S:26][C:19]=23)=[CH:15][CH:14]=1)=[O:11].FC(F)(F)C(O)=O.